From a dataset of Full USPTO retrosynthesis dataset with 1.9M reactions from patents (1976-2016). Predict the reactants needed to synthesize the given product. (1) Given the product [C:18]([C@@H:17]([NH:16][C:2]1[C:11]([C:12]([OH:14])=[O:13])=[CH:10][C:9]2[C:4](=[CH:5][CH:6]=[C:7]([Cl:15])[CH:8]=2)[N:3]=1)[CH2:21][C:22]1[CH:23]=[CH:24][C:25]([O:28][C:29]2[CH:34]=[CH:33][C:32]([C:35]([F:38])([F:36])[F:37])=[CH:31][N:30]=2)=[CH:26][CH:27]=1)([OH:20])=[O:19], predict the reactants needed to synthesize it. The reactants are: Cl[C:2]1[C:11]([C:12]([OH:14])=[O:13])=[CH:10][C:9]2[C:4](=[CH:5][CH:6]=[C:7]([Cl:15])[CH:8]=2)[N:3]=1.[NH2:16][C@@H:17]([CH2:21][C:22]1[CH:27]=[CH:26][C:25]([O:28][C:29]2[CH:34]=[CH:33][C:32]([C:35]([F:38])([F:37])[F:36])=[CH:31][N:30]=2)=[CH:24][CH:23]=1)[C:18]([OH:20])=[O:19]. (2) Given the product [OH:21][NH:20][C:18](=[O:19])[CH:17]=[CH:16][C:13]1[CH:14]=[CH:15][N:11]([S:8]([CH2:7][C:1]2[CH:2]=[CH:3][CH:4]=[CH:5][CH:6]=2)(=[O:10])=[O:9])[CH:12]=1, predict the reactants needed to synthesize it. The reactants are: [C:1]1([CH2:7][S:8]([N:11]2[CH:15]=[CH:14][C:13](/[CH:16]=[CH:17]/[C:18]([NH:20][O:21]C3CCCCO3)=[O:19])=[CH:12]2)(=[O:10])=[O:9])[CH:6]=[CH:5][CH:4]=[CH:3][CH:2]=1. (3) The reactants are: Br[C:2]1[N:3]=[C:4]([O:18][CH2:19][CH3:20])[N:5]([C:8]2[CH:13]=[CH:12][CH:11]=[C:10]([C:14]([F:17])([F:16])[F:15])[CH:9]=2)[C:6]=1[CH3:7].C([Sn](CCCC)(CCCC)[C:26]1[N:30]([C:31]2[CH:38]=[CH:37][C:34]([C:35]#[N:36])=[CH:33][CH:32]=2)[N:29]=[CH:28][CH:27]=1)CCC. Given the product [CH2:19]([O:18][C:4]1[N:5]([C:8]2[CH:13]=[CH:12][CH:11]=[C:10]([C:14]([F:17])([F:16])[F:15])[CH:9]=2)[C:6]([CH3:7])=[C:2]([C:26]2[N:30]([C:31]3[CH:38]=[CH:37][C:34]([C:35]#[N:36])=[CH:33][CH:32]=3)[N:29]=[CH:28][CH:27]=2)[N:3]=1)[CH3:20], predict the reactants needed to synthesize it. (4) Given the product [Br:3][C:4]1[CH:5]=[CH:6][C:7]([F:25])=[C:8]([C@@:10]([NH:18][S@@:19]([C:21]([CH3:23])([CH3:22])[CH3:24])=[O:20])([CH2:11][CH2:12][OH:13])[CH2:16][F:17])[CH:9]=1, predict the reactants needed to synthesize it. The reactants are: [BH4-].[Na+].[Br:3][C:4]1[CH:5]=[CH:6][C:7]([F:25])=[C:8]([C@:10]([NH:18][S@@:19]([C:21]([CH3:24])([CH3:23])[CH3:22])=[O:20])([CH2:16][F:17])[CH2:11][C:12](OC)=[O:13])[CH:9]=1.C1COCC1. (5) Given the product [CH2:35]([C@H:5]1[C@H:6]([CH3:34])[C@@H:7]([NH:27][C:28]2[N:33]=[CH:32][CH:31]=[CH:30][N:29]=2)[C:8]2[C:13](=[CH:12][CH:11]=[C:10]([N:14]3[CH2:15][CH2:16][NH:17][CH2:18][CH2:19]3)[CH:9]=2)[N:4]1[C:1](=[O:3])[CH3:2])[CH3:36], predict the reactants needed to synthesize it. The reactants are: [C:1]([N:4]1[C:13]2[C:8](=[CH:9][C:10]([N:14]3[CH2:19][CH2:18][N:17](C(OC(C)(C)C)=O)[CH2:16][CH2:15]3)=[CH:11][CH:12]=2)[C@H:7]([NH:27][C:28]2[N:33]=[CH:32][CH:31]=[CH:30][N:29]=2)[C@@H:6]([CH3:34])[C@@H:5]1[CH2:35][CH3:36])(=[O:3])[CH3:2].C(O)(C(F)(F)F)=O. (6) Given the product [NH2:10][C:7]1[N:8]([C:13]2[CH:12]=[CH:17][CH:16]=[CH:15][C:14]=2[OH:18])[N:9]=[C:5]([C:1]([CH3:4])([CH3:3])[CH3:2])[CH:6]=1, predict the reactants needed to synthesize it. The reactants are: [C:1]([C:5]1[CH:6]=[C:7]([NH2:10])[NH:8][N:9]=1)([CH3:4])([CH3:3])[CH3:2].I[C:12]1[CH:13]=[C:14]([OH:18])[CH:15]=[CH:16][CH:17]=1.CN[C@H]1CCCC[C@@H]1NC.C(=O)([O-])[O-].[K+].[K+]. (7) Given the product [OH:19][CH2:18][CH:17]1[CH:15]2[O:16][C:1]([CH3:6])([CH3:2])[O:14][CH:13]2[CH:12]([N:21]2[CH:28]=[CH:27][C:25](=[O:26])[NH:24][C:22]2=[O:23])[O:20]1, predict the reactants needed to synthesize it. The reactants are: [C:1]1(C)[CH:6]=CC(S(O)(=O)=O)=C[CH:2]=1.[C@@H:12]1([N:21]2[CH:28]=[CH:27][C:25](=[O:26])[NH:24][C:22]2=[O:23])[O:20][C@H:17]([CH2:18][OH:19])[C@@H:15]([OH:16])[C@H:13]1[OH:14].